From a dataset of Full USPTO retrosynthesis dataset with 1.9M reactions from patents (1976-2016). Predict the reactants needed to synthesize the given product. (1) Given the product [C:31](=[O:32])([S:33][CH3:25])[O:13][C:7]1[C:8]2[S:12][CH:11]=[N:10][C:9]=2[N:4]([CH2:3][CH:2]([F:1])[F:23])[S:5](=[O:21])(=[O:22])[C:6]=1[C:14]1[CH:19]=[CH:18][CH:17]=[CH:16][C:15]=1[I:20], predict the reactants needed to synthesize it. The reactants are: [F:1][CH:2]([F:23])[CH2:3][N:4]1[C:9]2[N:10]=[CH:11][S:12][C:8]=2[C:7]([OH:13])=[C:6]([C:14]2[CH:19]=[CH:18][CH:17]=[CH:16][C:15]=2[I:20])[S:5]1(=[O:22])=[O:21].N1C=CC=C[CH:25]=1.Cl[C:31]([O:33]C)=[S:32]. (2) Given the product [NH2:1][C:2]1[CH:7]=[CH:6][CH:5]=[CH:4][C:3]=1[NH:8][C:9]([CH2:11][CH2:12][CH2:13][CH2:14][CH2:15][NH:16][C:17](=[O:26])[C:18]1[CH:23]=[CH:22][C:21]([C:29]2[CH:28]=[N:27][CH:32]=[CH:31][CH:30]=2)=[C:20]([CH3:25])[CH:19]=1)=[O:10], predict the reactants needed to synthesize it. The reactants are: [NH2:1][C:2]1[CH:7]=[CH:6][CH:5]=[CH:4][C:3]=1[NH:8][C:9]([CH2:11][CH2:12][CH2:13][CH2:14][CH2:15][NH:16][C:17](=[O:26])[C:18]1[CH:23]=[CH:22][C:21](Br)=[C:20]([CH3:25])[CH:19]=1)=[O:10].[N:27]1[CH:32]=[CH:31][CH:30]=[C:29](B(O)O)[CH:28]=1.